From a dataset of Catalyst prediction with 721,799 reactions and 888 catalyst types from USPTO. Predict which catalyst facilitates the given reaction. (1) Reactant: Br[C:2]1[CH:8]=[C:7]([S:9]([CH3:12])(=[O:11])=[O:10])[CH:6]=[CH:5][C:3]=1[NH2:4].[CH3:13][N:14]1[CH:23]=[C:22](B2OC(C)(C)C(C)(C)O2)[C:21]2[C:16](=[CH:17][CH:18]=[CH:19][CH:20]=2)[C:15]1=[O:33].[CH:34]1([C:37](Cl)=[O:38])[CH2:36][CH2:35]1.C(N(C(C)C)CC)(C)C. The catalyst class is: 1. Product: [CH3:13][N:14]1[CH:23]=[C:22]([C:2]2[CH:8]=[C:7]([S:9]([CH3:12])(=[O:11])=[O:10])[CH:6]=[CH:5][C:3]=2[NH:4][C:37]([CH:34]2[CH2:36][CH2:35]2)=[O:38])[C:21]2[C:16](=[CH:17][CH:18]=[CH:19][CH:20]=2)[C:15]1=[O:33]. (2) Reactant: [OH-].[K+].O.[CH2:4]([C:8]1[O:12][N:11]=[C:10]([C:13]([O:15]CC)=[O:14])[N:9]=1)[CH2:5][CH2:6][CH3:7]. Product: [CH2:4]([C:8]1[O:12][N:11]=[C:10]([C:13]([OH:15])=[O:14])[N:9]=1)[CH2:5][CH2:6][CH3:7]. The catalyst class is: 8. (3) Reactant: [CH2:1](Cl)[CH3:2].[NH2:4][CH2:5][CH2:6][CH2:7][C:8]([OH:10])=[O:9].C(N(CC)CC)C.C[Si]([N:22]=[C:23]=[O:24])(C)C.C(OCC)(=O)C. Product: [CH2:1]([O:9][C:8](=[O:10])[CH2:7][CH2:6][CH2:5][NH:4][C:23](=[O:24])[NH2:22])[CH3:2]. The catalyst class is: 367. (4) Reactant: [CH3:1][O:2][C:3](=[O:30])[NH:4][CH:5]([C:9]([N:11]1[CH2:15][CH2:14][CH2:13][CH:12]1[C:16]1[NH:17][C:18]([C:21]2[S:25][CH:24]3[CH:26]=[C:27](Br)[S:28][CH:23]3[CH:22]=2)=[CH:19][N:20]=1)=[O:10])[CH:6]([CH3:8])[CH3:7].[CH3:31][O:32][C:33](=[O:53])[NH:34][CH:35]([C:39]([N:41]1[CH2:45][CH2:44][CH2:43][CH:42]1[C:46]1[NH:47][C:48]([C:51]#[CH:52])=[CH:49][N:50]=1)=[O:40])[CH:36]([CH3:38])[CH3:37].C(N(CC)CC)C. Product: [CH3:1][O:2][C:3](=[O:30])[NH:4][CH:5]([C:9]([N:11]1[CH2:15][CH2:14][CH2:13][CH:12]1[C:16]1[NH:17][C:18]([C:21]2[S:25][CH:24]3[CH:26]=[C:27]([C:52]#[C:51][C:48]4[NH:47][C:46]([CH:42]5[CH2:43][CH2:44][CH2:45][N:41]5[C:39](=[O:40])[CH:35]([NH:34][C:33]([O:32][CH3:31])=[O:53])[CH:36]([CH3:38])[CH3:37])=[N:50][CH:49]=4)[S:28][CH:23]3[CH:22]=2)=[CH:19][N:20]=1)=[O:10])[CH:6]([CH3:8])[CH3:7]. The catalyst class is: 441. (5) Reactant: [Cl:1][C:2]1[CH:16]=[N:15][C:5]2[NH:6][C:7]3[C:12]([C:4]=2[CH:3]=1)=[CH:11][CH:10]=[CH:9][C:8]=3[O:13][CH3:14].CS(O)(=O)=O.[I:22]N1C(=O)CCC1=O.S([O-])([O-])=O.[Na+].[Na+].[OH-].[Na+]. Product: [Cl:1][C:2]1[CH:16]=[N:15][C:5]2[NH:6][C:7]3[C:12]([C:4]=2[CH:3]=1)=[C:11]([I:22])[CH:10]=[CH:9][C:8]=3[O:13][CH3:14]. The catalyst class is: 449. (6) The catalyst class is: 75. Product: [O:12]1[CH2:13][CH:14]=[C:9]([C:17]2[C:25]3[C:20](=[CH:21][CH:22]=[C:23]([N+:26]([O-:28])=[O:27])[CH:24]=3)[N:19]([C:29]([C:42]3[CH:47]=[CH:46][CH:45]=[CH:44][CH:43]=3)([C:30]3[CH:31]=[CH:32][CH:33]=[CH:34][CH:35]=3)[C:36]3[CH:41]=[CH:40][CH:39]=[CH:38][CH:37]=3)[N:18]=2)[CH2:10][CH2:11]1. Reactant: CC1(C)C(C)(C)OB([C:9]2[CH2:10][CH2:11][O:12][CH2:13][CH:14]=2)O1.Br[C:17]1[C:25]2[C:20](=[CH:21][CH:22]=[C:23]([N+:26]([O-:28])=[O:27])[CH:24]=2)[N:19]([C:29]([C:42]2[CH:47]=[CH:46][CH:45]=[CH:44][CH:43]=2)([C:36]2[CH:41]=[CH:40][CH:39]=[CH:38][CH:37]=2)[C:30]2[CH:35]=[CH:34][CH:33]=[CH:32][CH:31]=2)[N:18]=1.P([O-])([O-])([O-])=O.[K+].[K+].[K+].